This data is from Reaction yield outcomes from USPTO patents with 853,638 reactions. The task is: Predict the reaction yield, written as a fraction of the theoretical maximum amount of product (1.0 means a 100% yield; for example, 0.34 means a 34% yield). (1) The reactants are [NH2:1][C:2]1[S:12][C:5]2[CH2:6][O:7][C:8]([CH3:11])([CH3:10])[CH2:9][C:4]=2[C:3]=1[C:13]([O:15][C:16]([CH3:19])([CH3:18])[CH3:17])=[O:14].[CH3:20][O:21][C:22]1[CH:32]=[CH:31][C:25]([C:26]([N:28]=[C:29]=[S:30])=[O:27])=[CH:24][CH:23]=1. The catalyst is C1COCC1. The product is [CH3:20][O:21][C:22]1[CH:23]=[CH:24][C:25]([C:26]([NH:28][C:29](=[S:30])[NH:1][C:2]2[S:12][C:5]3[CH2:6][O:7][C:8]([CH3:11])([CH3:10])[CH2:9][C:4]=3[C:3]=2[C:13]([O:15][C:16]([CH3:19])([CH3:18])[CH3:17])=[O:14])=[O:27])=[CH:31][CH:32]=1. The yield is 0.780. (2) The reactants are Br[C:2]1[CH:7]=[CH:6][CH:5]=[CH:4][N:3]=1.CC(C)([O-])C.[Na+].CC([Si](Cl)(C)C)(C)C.Cl.Cl.[NH2:24][CH2:25][CH2:26][NH:27][C@:28]12[CH2:63][CH2:62][C@@H:61]([C:64]([CH3:66])=[CH2:65])[C@@H:29]1[C@@H:30]1[C@@:43]([CH3:46])([CH2:44][CH2:45]2)[C@@:42]2([CH3:47])[C@@H:33]([C@:34]3([CH3:60])[C@@H:39]([CH2:40][CH2:41]2)[C:38]([CH3:49])([CH3:48])[C:37]([C:50]2[CH:59]=[CH:58][C:53]([C:54]([O:56]C)=[O:55])=[CH:52][CH:51]=2)=[CH:36][CH2:35]3)[CH2:32][CH2:31]1.C(O)(C(F)(F)F)=O. The catalyst is COCCOC.C([O-])(=O)C.[Pd+2].C([O-])(=O)C. The product is [CH3:46][C@:43]12[C@@:42]3([CH3:47])[C@@H:33]([C@:34]4([CH3:60])[C@@H:39]([CH2:40][CH2:41]3)[C:38]([CH3:48])([CH3:49])[C:37]([C:50]3[CH:59]=[CH:58][C:53]([C:54]([OH:56])=[O:55])=[CH:52][CH:51]=3)=[CH:36][CH2:35]4)[CH2:32][CH2:31][C@@H:30]1[C@H:29]1[C@H:61]([C:64]([CH3:66])=[CH2:65])[CH2:62][CH2:63][C@:28]1([NH:27][CH2:26][CH2:25][NH:24][C:2]1[CH:7]=[CH:6][CH:5]=[CH:4][N:3]=1)[CH2:45][CH2:44]2. The yield is 0.131. (3) The reactants are [CH:1]1([CH:7]([NH:25][C:26]2[CH:31]=[CH:30][C:29]([C:32]([N:34]([CH3:42])[CH2:35][CH2:36][C:37]([O:39]CC)=[O:38])=[O:33])=[CH:28][CH:27]=2)[C:8]2[O:9][C:10]3[CH:17]=[CH:16][C:15]([O:18][CH:19]4[CH2:24][CH2:23][S:22][CH2:21][CH2:20]4)=[CH:14][C:11]=3[C:12]=2[CH3:13])[CH2:6][CH2:5][CH2:4][CH2:3][CH2:2]1.[OH-].[Na+]. The catalyst is C(O)C. The product is [CH:1]1([CH:7]([NH:25][C:26]2[CH:27]=[CH:28][C:29]([C:32]([N:34]([CH3:42])[CH2:35][CH2:36][C:37]([OH:39])=[O:38])=[O:33])=[CH:30][CH:31]=2)[C:8]2[O:9][C:10]3[CH:17]=[CH:16][C:15]([O:18][CH:19]4[CH2:20][CH2:21][S:22][CH2:23][CH2:24]4)=[CH:14][C:11]=3[C:12]=2[CH3:13])[CH2:6][CH2:5][CH2:4][CH2:3][CH2:2]1. The yield is 0.460. (4) The reactants are [CH3:1][C:2]1([CH3:14])[CH:11]=[CH:10][C:9]2[C:4](=[CH:5][CH:6]=[C:7]([C:12]#[N:13])[CH:8]=2)[O:3]1.C(O)C.N. The catalyst is CO.[Ni]. The product is [NH2:13][CH2:12][C:7]1[CH:8]=[C:9]2[C:4](=[CH:5][CH:6]=1)[O:3][C:2]([CH3:14])([CH3:1])[CH:11]=[CH:10]2. The yield is 0.970. (5) The reactants are [CH3:1][O:2][C:3]([C:5]1([CH2:17][O:18][CH3:19])[CH2:9][CH2:8][N:7](CC2C=CC=CC=2)[CH2:6]1)=[O:4].C([O-])=O.[NH4+]. The catalyst is [Pd].CO. The product is [CH3:1][O:2][C:3]([C:5]1([CH2:17][O:18][CH3:19])[CH2:9][CH2:8][NH:7][CH2:6]1)=[O:4]. The yield is 0.570. (6) The reactants are C([O:8][CH2:9][CH2:10][C:11]1[NH:15][N:14]=[C:13]([C:16]([F:19])([F:18])[F:17])[CH:12]=1)C1C=CC=CC=1.O[ClH](OO)(=O)=O. The catalyst is [Pd].CO.O1CCCC1. The product is [F:19][C:16]([F:17])([F:18])[C:13]1[CH:12]=[C:11]([CH2:10][CH2:9][OH:8])[NH:15][N:14]=1. The yield is 0.950. (7) The reactants are [CH3:1][C:2]1([C:5]#[C:6][C:7]2[CH:13]=[C:12]([N+:14]([O-:16])=[O:15])[CH:11]=[CH:10][C:8]=2[NH2:9])[CH2:4][CH2:3]1.N1C=CC=CC=1.[C:23](Cl)(=[O:27])[CH2:24][CH2:25][CH3:26]. The catalyst is C(Cl)Cl. The product is [CH3:1][C:2]1([C:5]#[C:6][C:7]2[CH:13]=[C:12]([N+:14]([O-:16])=[O:15])[CH:11]=[CH:10][C:8]=2[NH:9][C:23](=[O:27])[CH2:24][CH2:25][CH3:26])[CH2:4][CH2:3]1. The yield is 0.820. (8) The reactants are C([Si](C)(C)[O:6][CH2:7][CH:8]([NH:18][C:19]1[N:24]=[C:23]([NH2:25])[C:22]([O:26][C:27]2[CH:32]=[C:31]([C:33]#[C:34][Si](C)(C)C)[C:30]([O:39][CH3:40])=[CH:29][C:28]=2[CH:41]([CH3:43])[CH3:42])=[CH:21][N:20]=1)[C:9](C)(C)[O:10][SiH2]C(C)(C)C)(C)(C)C.[F-].C([N+](CCCC)(CCCC)CCCC)CCC. The catalyst is C1COCC1. The product is [NH2:25][C:23]1[C:22]([O:26][C:27]2[CH:32]=[C:31]([C:33]#[CH:34])[C:30]([O:39][CH3:40])=[CH:29][C:28]=2[CH:41]([CH3:43])[CH3:42])=[CH:21][N:20]=[C:19]([NH:18][CH:8]([CH2:7][OH:6])[CH2:9][OH:10])[N:24]=1. The yield is 0.690. (9) The reactants are [CH3:1][CH2:2][CH:3]([OH:6])[C:4]#[N:5].[NH2:7]O.[Cl:9][C:10]1[CH:11]=[C:12]([CH:16]=[CH:17][CH:18]=1)[C:13](Cl)=[O:14].C([O-])(O)=O.[Na+]. The catalyst is N1C=CC=CC=1. The product is [Cl:9][C:10]1[CH:11]=[C:12]([C:13]2[O:14][N:7]=[C:4]([CH:3]([OH:6])[CH2:2][CH3:1])[N:5]=2)[CH:16]=[CH:17][CH:18]=1. The yield is 0.440.